This data is from Catalyst prediction with 721,799 reactions and 888 catalyst types from USPTO. The task is: Predict which catalyst facilitates the given reaction. (1) Reactant: Cl[C:2](OCC)=[O:3].[S:7]1[CH:11]=[CH:10][N:9]=[C:8]1[NH:12][S:13]([C:16]1[CH:34]=[CH:33][C:19]([C:20]([NH:22][NH:23][CH2:24][C:25]2[CH:30]=[CH:29][C:28]([Cl:31])=[C:27]([Cl:32])[CH:26]=2)=[NH:21])=[CH:18][CH:17]=1)(=[O:15])=[O:14]. Product: [Cl:32][C:27]1[CH:26]=[C:25]([CH:30]=[CH:29][C:28]=1[Cl:31])[CH2:24][N:23]1[C:2](=[O:3])[NH:21][C:20]([C:19]2[CH:18]=[CH:17][C:16]([S:13]([NH:12][C:8]3[S:7][CH:11]=[CH:10][N:9]=3)(=[O:15])=[O:14])=[CH:34][CH:33]=2)=[N:22]1. The catalyst class is: 1. (2) Reactant: ClC1C(Cl)=CC(NC2C3C(=CC(OCCOCC[O:29][S:30]([CH3:33])(=O)=[O:31])=C([N+]([O-])=O)C=3)N=CN=2)=C(F)C=1.[Cl:35][C:36]1[C:41]([Cl:42])=[CH:40][C:39]([NH:43][C:44]2[C:53]3[C:48](=[CH:49][C:50]([O:57][CH2:58][CH2:59][O:60][CH2:61][CH2:62][O:63][CH2:64][CH2:65][O:66][CH2:67][CH2:68][O:69][CH2:70][CH2:71][O:72][CH2:73][CH2:74][OH:75])=[C:51]([N+:54]([O-:56])=[O:55])[CH:52]=3)[N:47]=[CH:46][N:45]=2)=[C:38]([F:76])[CH:37]=1.CS(Cl)(=O)=O.C(N(CC)CC)C. Product: [Cl:35][C:36]1[C:41]([Cl:42])=[CH:40][C:39]([NH:43][C:44]2[C:53]3[C:48](=[CH:49][C:50]([O:57][CH2:58][CH2:59][O:60][CH2:61][CH2:62][O:63][CH2:64][CH2:65][O:66][CH2:67][CH2:68][O:69][CH2:70][CH2:71][O:72][CH2:73][CH2:74][O:75][S:30]([CH3:33])(=[O:31])=[O:29])=[C:51]([N+:54]([O-:56])=[O:55])[CH:52]=3)[N:47]=[CH:46][N:45]=2)=[C:38]([F:76])[CH:37]=1. The catalyst class is: 4. (3) Reactant: [Br:1][C:2]1[CH:3]=[C:4]([CH2:9][CH2:10][C:11]([OH:13])=O)[CH:5]=[CH:6][C:7]=1[F:8].CN(C=O)C.C(Cl)(=O)C(Cl)=O.[Cl-].[Cl-].[Cl-].[Al+3]. Product: [Br:1][C:2]1[CH:3]=[C:4]2[C:5](=[CH:6][C:7]=1[F:8])[C:11](=[O:13])[CH2:10][CH2:9]2. The catalyst class is: 2. (4) Reactant: [Cl:1][C:2]1[CH:7]=[CH:6][N:5]=[C:4]([CH2:8][NH:9][C:10]2[O:11][C:12]3[C:18]([O:19][CH3:20])=[CH:17][C:16]([C:21]([OH:23])=O)=[CH:15][C:13]=3[N:14]=2)[CH:3]=1.[CH3:24][CH:25]1[O:30][CH2:29][C:28]([CH3:32])([CH3:31])[NH:27][CH2:26]1.C(N(CC)C(C)C)(C)C.CN(C(ON1N=NC2C=CC=NC1=2)=[N+](C)C)C.F[P-](F)(F)(F)(F)F. Product: [Cl:1][C:2]1[CH:7]=[CH:6][N:5]=[C:4]([CH2:8][NH:9][C:10]2[O:11][C:12]3[C:18]([O:19][CH3:20])=[CH:17][C:16]([C:21]([N:27]4[C:28]([CH3:32])([CH3:31])[CH2:29][O:30][CH:25]([CH3:24])[CH2:26]4)=[O:23])=[CH:15][C:13]=3[N:14]=2)[CH:3]=1. The catalyst class is: 9. (5) Reactant: [Br:1][C:2]1[CH:11]=[C:10]2[C:5]([C:6](=O)[NH:7][C:8]([O:12][CH3:13])=[N:9]2)=[CH:4][CH:3]=1.C1CCN2C(=NCCC2)CC1.O=P(Cl)(Cl)[Cl:28]. Product: [Br:1][C:2]1[CH:11]=[C:10]2[C:5]([C:6]([Cl:28])=[N:7][C:8]([O:12][CH3:13])=[N:9]2)=[CH:4][CH:3]=1. The catalyst class is: 2.